This data is from Forward reaction prediction with 1.9M reactions from USPTO patents (1976-2016). The task is: Predict the product of the given reaction. (1) Given the reactants [NH2:1][N:2]1[CH:6]=[CH:5][C:4]([CH3:7])=[C:3]1[C:8]([NH:10][C:11]1[CH:16]=[CH:15][CH:14]=[CH:13][CH:12]=1)=[O:9].[C:17]([O:21][C:22]([NH:24][C@@H:25]([CH3:29])[C:26](O)=[O:27])=[O:23])([CH3:20])([CH3:19])[CH3:18], predict the reaction product. The product is: [CH3:7][C:4]1[CH:5]=[CH:6][N:2]([NH:1][C:26](=[O:27])[C@@H:25]([NH:24][C:22](=[O:23])[O:21][C:17]([CH3:19])([CH3:18])[CH3:20])[CH3:29])[C:3]=1[C:8](=[O:9])[NH:10][C:11]1[CH:12]=[CH:13][CH:14]=[CH:15][CH:16]=1. (2) Given the reactants [NH2:1][C:2]1[CH:10]=[CH:9][CH:8]=[CH:7][C:3]=1[C:4]([OH:6])=[O:5].CCN(CC)CC.[N+:18]([C:21]1[CH:22]=[C:23]([CH:27]=[CH:28][CH:29]=1)[C:24](Cl)=[O:25])([O-:20])=[O:19].Cl, predict the reaction product. The product is: [N+:18]([C:21]1[CH:22]=[C:23]([CH:27]=[CH:28][CH:29]=1)[C:24]([NH:1][C:2]1[CH:10]=[CH:9][CH:8]=[CH:7][C:3]=1[C:4]([OH:6])=[O:5])=[O:25])([O-:20])=[O:19].